This data is from NCI-60 drug combinations with 297,098 pairs across 59 cell lines. The task is: Regression. Given two drug SMILES strings and cell line genomic features, predict the synergy score measuring deviation from expected non-interaction effect. (1) Drug 1: C1=NC2=C(N=C(N=C2N1C3C(C(C(O3)CO)O)F)Cl)N. Drug 2: C1CNP(=O)(OC1)N(CCCl)CCCl. Cell line: COLO 205. Synergy scores: CSS=-0.755, Synergy_ZIP=2.67, Synergy_Bliss=0.916, Synergy_Loewe=1.29, Synergy_HSA=-2.61. (2) Synergy scores: CSS=6.31, Synergy_ZIP=-6.74, Synergy_Bliss=-9.17, Synergy_Loewe=-32.2, Synergy_HSA=-6.91. Cell line: CAKI-1. Drug 1: C1CCC(C1)C(CC#N)N2C=C(C=N2)C3=C4C=CNC4=NC=N3. Drug 2: CC(C)(C#N)C1=CC(=CC(=C1)CN2C=NC=N2)C(C)(C)C#N. (3) Drug 1: CC1=C(C=C(C=C1)NC(=O)C2=CC=C(C=C2)CN3CCN(CC3)C)NC4=NC=CC(=N4)C5=CN=CC=C5. Drug 2: C1=CC=C(C=C1)NC(=O)CCCCCCC(=O)NO. Cell line: NCI-H460. Synergy scores: CSS=0.0330, Synergy_ZIP=-3.59, Synergy_Bliss=-2.30, Synergy_Loewe=-17.8, Synergy_HSA=-6.49. (4) Drug 1: C1=CC(=CC=C1CCCC(=O)O)N(CCCl)CCCl. Drug 2: CC1=C2C(C(=O)C3(C(CC4C(C3C(C(C2(C)C)(CC1OC(=O)C(C(C5=CC=CC=C5)NC(=O)OC(C)(C)C)O)O)OC(=O)C6=CC=CC=C6)(CO4)OC(=O)C)O)C)O. Cell line: DU-145. Synergy scores: CSS=48.9, Synergy_ZIP=-14.5, Synergy_Bliss=-7.31, Synergy_Loewe=-6.01, Synergy_HSA=-3.66. (5) Drug 1: C1CC(C1)(C(=O)O)C(=O)O.[NH2-].[NH2-].[Pt+2]. Drug 2: C1=CC=C(C=C1)NC(=O)CCCCCCC(=O)NO. Cell line: SNB-19. Synergy scores: CSS=1.62, Synergy_ZIP=-6.07, Synergy_Bliss=-3.79, Synergy_Loewe=-6.68, Synergy_HSA=-6.41. (6) Drug 1: CC1C(C(CC(O1)OC2CC(CC3=C2C(=C4C(=C3O)C(=O)C5=C(C4=O)C(=CC=C5)OC)O)(C(=O)C)O)N)O.Cl. Drug 2: CCCCC(=O)OCC(=O)C1(CC(C2=C(C1)C(=C3C(=C2O)C(=O)C4=C(C3=O)C=CC=C4OC)O)OC5CC(C(C(O5)C)O)NC(=O)C(F)(F)F)O. Cell line: NCI/ADR-RES. Synergy scores: CSS=-0.674, Synergy_ZIP=-0.222, Synergy_Bliss=-2.66, Synergy_Loewe=-4.30, Synergy_HSA=-4.16. (7) Drug 1: C1=NC2=C(N=C(N=C2N1C3C(C(C(O3)CO)O)O)F)N. Drug 2: CC12CCC3C(C1CCC2O)C(CC4=C3C=CC(=C4)O)CCCCCCCCCS(=O)CCCC(C(F)(F)F)(F)F. Cell line: OVCAR-5. Synergy scores: CSS=3.66, Synergy_ZIP=0.198, Synergy_Bliss=5.86, Synergy_Loewe=0.161, Synergy_HSA=0.872. (8) Drug 1: C1CC(=O)NC(=O)C1N2CC3=C(C2=O)C=CC=C3N. Drug 2: CNC(=O)C1=NC=CC(=C1)OC2=CC=C(C=C2)NC(=O)NC3=CC(=C(C=C3)Cl)C(F)(F)F. Cell line: HL-60(TB). Synergy scores: CSS=17.3, Synergy_ZIP=-4.35, Synergy_Bliss=-0.656, Synergy_Loewe=-31.3, Synergy_HSA=-1.28. (9) Drug 1: C1=CC(=C2C(=C1NCCNCCO)C(=O)C3=C(C=CC(=C3C2=O)O)O)NCCNCCO. Drug 2: CC1=C(C=C(C=C1)C(=O)NC2=CC(=CC(=C2)C(F)(F)F)N3C=C(N=C3)C)NC4=NC=CC(=N4)C5=CN=CC=C5. Cell line: MALME-3M. Synergy scores: CSS=30.8, Synergy_ZIP=0.769, Synergy_Bliss=6.83, Synergy_Loewe=-3.99, Synergy_HSA=5.17. (10) Drug 1: CC1=CC2C(CCC3(C2CCC3(C(=O)C)OC(=O)C)C)C4(C1=CC(=O)CC4)C. Drug 2: CCCS(=O)(=O)NC1=C(C(=C(C=C1)F)C(=O)C2=CNC3=C2C=C(C=N3)C4=CC=C(C=C4)Cl)F. Cell line: SF-295. Synergy scores: CSS=7.70, Synergy_ZIP=0.966, Synergy_Bliss=9.15, Synergy_Loewe=4.56, Synergy_HSA=6.32.